Task: Predict which catalyst facilitates the given reaction.. Dataset: Catalyst prediction with 721,799 reactions and 888 catalyst types from USPTO (1) Reactant: [C:1]([N:4]1[CH2:9][CH2:8][N:7]([C:10]2[CH:15]=[CH:14][C:13]([NH:16][C:17]3[N:18]=[CH:19][C:20]4[CH:25]=[C:24]([CH:26]=[O:27])[N:23]([CH:28]([CH2:31][CH3:32])[CH2:29][CH3:30])[C:21]=4[N:22]=3)=[CH:12][CH:11]=2)[CH2:6][CH2:5]1)(=[O:3])[CH3:2].C1(C)C=CC(S([N+:42]#[C-:43])(=O)=O)=CC=1.[C:45]([O-])([O-])=O.[K+].[K+]. Product: [CH2:31]([CH:28]([N:23]1[C:21]2[N:22]=[C:17]([NH:16][C:13]3[CH:14]=[CH:15][C:10]([N:7]4[CH2:8][CH2:9][N:4]([C:1](=[O:3])[CH3:2])[CH2:5][CH2:6]4)=[CH:11][CH:12]=3)[N:18]=[CH:19][C:20]=2[CH:25]=[C:24]1[C:26]1[O:27][CH:43]=[N:42][CH:45]=1)[CH2:29][CH3:30])[CH3:32]. The catalyst class is: 5. (2) Reactant: [F:1][C:2]([F:42])([F:41])[C:3]1[CH:4]=[C:5]([C@H:13]2[O:17][C:16](=[O:18])[N:15]([CH2:19][C:20]3[CH:25]=[C:24]([C:26]([F:29])([F:28])[F:27])[CH:23]=[CH:22][C:21]=3[C:30]3[CH:35]=[CH:34][C:33]([F:36])=[C:32]([C:37]([CH3:39])=[CH2:38])[CH:31]=3)[C@H:14]2[CH3:40])[CH:6]=[C:7]([C:9]([F:12])([F:11])[F:10])[CH:8]=1. Product: [F:42][C:2]([F:1])([F:41])[C:3]1[CH:4]=[C:5]([C@H:13]2[O:17][C:16](=[O:18])[N:15]([CH2:19][C:20]3[CH:25]=[C:24]([C:26]([F:29])([F:28])[F:27])[CH:23]=[CH:22][C:21]=3[C:30]3[CH:35]=[CH:34][C:33]([F:36])=[C:32]([CH:37]([CH3:39])[CH3:38])[CH:31]=3)[C@H:14]2[CH3:40])[CH:6]=[C:7]([C:9]([F:12])([F:11])[F:10])[CH:8]=1. The catalyst class is: 50.